Dataset: Reaction yield outcomes from USPTO patents with 853,638 reactions. Task: Predict the reaction yield, written as a fraction of the theoretical maximum amount of product (1.0 means a 100% yield; for example, 0.34 means a 34% yield). (1) The reactants are C([NH:6][C:7]1[CH:12]=[CH:11][C:10]([N+:13]([O-:15])=[O:14])=[CH:9][C:8]=1[C:16]#[C:17][C:18]([CH3:24])([CH3:23])[C:19]([O:21][CH3:22])=[O:20])(=O)CCC. The catalyst is C(#N)C. The product is [CH3:23][C:18]([C:17]1[NH:6][C:7]2[C:8]([CH:16]=1)=[CH:9][C:10]([N+:13]([O-:15])=[O:14])=[CH:11][CH:12]=2)([CH3:24])[C:19]([O:21][CH3:22])=[O:20]. The yield is 0.230. (2) The reactants are [F:1][C:2]1[CH:7]=[CH:6][C:5]([C:8]2[C:16]3[C:11](=[CH:12][CH:13]=[C:14]([C:17]([OH:19])=O)[CH:15]=3)[NH:10][N:9]=2)=[CH:4][CH:3]=1.O.ON1C2C=CC=CC=2N=N1.Cl.CN(C)CCCN=C=NCC.[CH3:43][O:44][CH2:45][CH2:46][NH2:47]. The catalyst is O1CCCC1.O.CN(C)C=O. The product is [F:1][C:2]1[CH:3]=[CH:4][C:5]([C:8]2[C:16]3[C:11](=[CH:12][CH:13]=[C:14]([C:17]([NH:47][CH2:46][CH2:45][O:44][CH3:43])=[O:19])[CH:15]=3)[NH:10][N:9]=2)=[CH:6][CH:7]=1. The yield is 0.660. (3) The catalyst is [Pd].CO. The reactants are [CH:1]1([CH:6]=[C:7]([C:17]2[NH:25][C:20]3=[N:21][CH:22]=[CH:23][CH:24]=[C:19]3[CH:18]=2)[C:8]2[CH:9]=[N:10][C:11]([O:14][CH2:15][CH3:16])=[CH:12][CH:13]=2)[CH2:5][CH2:4][CH2:3][CH2:2]1. The product is [CH:1]1([CH2:6][CH:7]([C:17]2[NH:25][C:20]3=[N:21][CH:22]=[CH:23][CH:24]=[C:19]3[CH:18]=2)[C:8]2[CH:9]=[N:10][C:11]([O:14][CH2:15][CH3:16])=[CH:12][CH:13]=2)[CH2:5][CH2:4][CH2:3][CH2:2]1. The yield is 0.540. (4) The reactants are CC1C=C(N2CCN(CCOC3C=CC=CC=3)C2=O)SC=1C(O)=O.[F:25][C:26]1[CH:47]=[CH:46][C:29]([CH2:30][N:31]2[CH2:35][CH2:34][N:33]([C:36]3[S:40][C:39]([C:41](O)=[O:42])=[C:38]([CH3:44])[CH:37]=3)[C:32]2=[O:45])=[CH:28][CH:27]=1.Cl.Cl.[NH:50]1[C:54]2[CH:55]=[CH:56][CH:57]=[CH:58][C:53]=2[N:52]=[C:51]1[CH2:59][NH2:60]. No catalyst specified. The product is [NH:50]1[C:54]2[CH:55]=[CH:56][CH:57]=[CH:58][C:53]=2[N:52]=[C:51]1[CH2:59][NH:60][C:41]([C:39]1[S:40][C:36]([N:33]2[CH2:34][CH2:35][N:31]([CH2:30][C:29]3[CH:28]=[CH:27][C:26]([F:25])=[CH:47][CH:46]=3)[C:32]2=[O:45])=[CH:37][C:38]=1[CH3:44])=[O:42]. The yield is 0.800.